From a dataset of Full USPTO retrosynthesis dataset with 1.9M reactions from patents (1976-2016). Predict the reactants needed to synthesize the given product. (1) Given the product [NH2:30][C:31]1[C:32]([CH:51]=[CH:2][O:3][CH3:4])=[C:33]([C:44]2[CH:49]=[CH:48][C:47]([F:50])=[CH:46][CH:45]=2)[C:34]([C:40]([O:42][CH3:43])=[O:41])=[C:35]([CH:37]([CH3:39])[CH3:38])[N:36]=1, predict the reactants needed to synthesize it. The reactants are: [Cl-].[CH3:2][O:3][CH2:4][P+](C1C=CC=CC=1)(C1C=CC=CC=1)C1C=CC=CC=1.CC(C)([O-])C.[K+].[NH2:30][C:31]1[N:36]=[C:35]([CH:37]([CH3:39])[CH3:38])[C:34]([C:40]([O:42][CH3:43])=[O:41])=[C:33]([C:44]2[CH:49]=[CH:48][C:47]([F:50])=[CH:46][CH:45]=2)[C:32]=1[CH:51]=O. (2) Given the product [CH3:14][O:13][C:9]1[C:5]2[C:6](=[O:8])[O:7][C:15](=[O:16])[NH:3][C:4]=2[CH:12]=[CH:11][CH:10]=1, predict the reactants needed to synthesize it. The reactants are: [OH-].[Na+].[NH2:3][C:4]1[CH:12]=[CH:11][CH:10]=[C:9]([O:13][CH3:14])[C:5]=1[C:6]([OH:8])=[O:7].[C:15](Cl)(Cl)=[O:16]. (3) Given the product [CH3:2][CH:3]([OH:1])[CH2:4][CH2:5][CH2:6][CH2:7][CH2:8][CH3:9], predict the reactants needed to synthesize it. The reactants are: [O:1]1[CH:3]([CH2:4][CH2:5][CH2:6][CH2:7][CH2:8][CH3:9])[CH2:2]1. (4) Given the product [OH:20][CH2:21][C:4](=[O:6])[CH:3]([C:7]1[CH:12]=[CH:11][CH:10]=[CH:9][CH:8]=1)[CH:2]([CH3:1])[CH3:13], predict the reactants needed to synthesize it. The reactants are: [CH3:1][CH:2]([CH3:13])[CH:3]([C:7]1[CH:12]=[CH:11][CH:10]=[CH:9][CH:8]=1)[C:4]([OH:6])=O.S(Cl)(Cl)=O.C[Si](C)(C)[O:20][CH:21](O[Si](C)(C)C)CO[Si](C)(C)C. (5) Given the product [N:28]1[C:29]2[C:24](=[CH:23][C:22]([CH2:21][N:18]3[C:16]4=[N:17][C:12]([C:41]5[CH:40]=[CH:39][C:38]([N:35]6[CH2:36][CH2:37][O:32][CH2:33][CH2:34]6)=[N:43][CH:42]=5)=[CH:13][CH:14]=[C:15]4[N:20]=[N:19]3)=[CH:31][CH:30]=2)[CH:25]=[CH:26][CH:27]=1, predict the reactants needed to synthesize it. The reactants are: FC1C=C([C:12]2[N:17]=[C:16]3[N:18]([CH2:21][C:22]4[CH:23]=[C:24]5[C:29](=[CH:30][CH:31]=4)[N:28]=[CH:27][CH:26]=[CH:25]5)[N:19]=[N:20][C:15]3=[CH:14][CH:13]=2)C=CC=1C(NC)=O.[O:32]1[CH2:37][CH2:36][N:35]([C:38]2[N:43]=[CH:42][C:41](B(O)O)=[CH:40][CH:39]=2)[CH2:34][CH2:33]1.C(=O)([O-])[O-].[K+].[K+].O1CCOCC1.